From a dataset of Reaction yield outcomes from USPTO patents with 853,638 reactions. Predict the reaction yield, written as a fraction of the theoretical maximum amount of product (1.0 means a 100% yield; for example, 0.34 means a 34% yield). (1) The catalyst is CO. The reactants are [N+:1]([C:4]1[CH:9]=[CH:8][CH:7]=[C:6]([C:10]2[CH:11]=[N:12][CH:13]=[CH:14][CH:15]=2)[C:5]=1[NH2:16])([O-])=O. The yield is 1.00. The product is [N:12]1[CH:13]=[CH:14][CH:15]=[C:10]([C:6]2[CH:7]=[CH:8][CH:9]=[C:4]([NH2:1])[C:5]=2[NH2:16])[CH:11]=1. (2) The reactants are [NH2:1][C:2]1[N:7]=[CH:6][N:5]=[C:4]2[N:8]([CH2:12][C:13]3[O:14][C:15]4[C:20]([C:21](=[O:29])[C:22]=3[C:23]3[CH:28]=[CH:27][CH:26]=[CH:25][CH:24]=3)=[CH:19][CH:18]=[CH:17][CH:16]=4)[N:9]=[C:10](I)[C:3]=12.[NH:30]1[C:38]2[CH:37]=[CH:36][CH:35]=[C:34](B3OC(C)(C)C(C)(C)O3)[C:33]=2[CH:32]=[N:31]1.C(=O)([O-])[O-].[Na+].[Na+].ClCCl. The catalyst is CN(C=O)C.C(O)C.O. The product is [NH2:1][C:2]1[N:7]=[CH:6][N:5]=[C:4]2[N:8]([CH2:12][C:13]3[O:14][C:15]4[C:20]([C:21](=[O:29])[C:22]=3[C:23]3[CH:28]=[CH:27][CH:26]=[CH:25][CH:24]=3)=[CH:19][CH:18]=[CH:17][CH:16]=4)[N:9]=[C:10]([C:34]3[CH:35]=[CH:36][CH:37]=[C:38]4[C:33]=3[CH:32]=[N:31][NH:30]4)[C:3]=12. The yield is 0.0800. (3) The product is [ClH:26].[CH2:1]([C:3]1[S:4][C:5]([CH3:25])=[C:6](/[CH:8]=[CH:9]/[C:10]2[C:11]([OH:21])=[N:12][N:13]([C:15]3[CH:20]=[CH:19][CH:18]=[CH:17][CH:16]=3)[CH:14]=2)[N:7]=1)[CH3:2]. The catalyst is CO. The reactants are [CH2:1]([C:3]1[S:4][C:5]([CH3:25])=[C:6](/[CH:8]=[CH:9]/[C:10]2[C:11]([O:21]COC)=[N:12][N:13]([C:15]3[CH:20]=[CH:19][CH:18]=[CH:17][CH:16]=3)[CH:14]=2)[N:7]=1)[CH3:2].[ClH:26]. The yield is 0.960. (4) The reactants are [CH3:1][C:2]1[CH:7]=[C:6]([CH3:8])[CH:5]=[C:4]([CH3:9])[C:3]=1[S:10]([N:13]1[CH:17]=[CH:16][CH:15]=[C:14]1[CH:18]=[O:19])(=[O:12])=[O:11].[Li+].[BH4-].CO. The catalyst is C1COCC1.[Cl-].[Na+].O. The product is [CH3:1][C:2]1[CH:7]=[C:6]([CH3:8])[CH:5]=[C:4]([CH3:9])[C:3]=1[S:10]([N:13]1[CH:17]=[CH:16][CH:15]=[C:14]1[CH2:18][OH:19])(=[O:12])=[O:11]. The yield is 0.870.